From a dataset of Catalyst prediction with 721,799 reactions and 888 catalyst types from USPTO. Predict which catalyst facilitates the given reaction. Reactant: [CH3:1][C:2]1[C:6]([CH2:7][C:8]2[S:22][C:11]3[N:12]([CH:19]([CH3:21])[CH3:20])[C:13](=[O:18])[N:14]([CH3:17])[C:15](=[O:16])[C:10]=3[C:9]=2[C:23]([N:25]2[CH2:29][C@H:28]([OH:30])[CH2:27][O:26]2)=[O:24])=[C:5]([CH3:31])[NH:4][N:3]=1.Br[C:33]1[S:34][CH:35]=[CH:36][N:37]=1.[C@@H]1(N)CCCC[C@H]1N.C(=O)([O-])[O-].[K+].[K+]. Product: [CH3:1][C:2]1[C:6]([CH2:7][C:8]2[S:22][C:11]3[N:12]([CH:19]([CH3:21])[CH3:20])[C:13](=[O:18])[N:14]([CH3:17])[C:15](=[O:16])[C:10]=3[C:9]=2[C:23]([N:25]2[CH2:29][C@H:28]([OH:30])[CH2:27][O:26]2)=[O:24])=[C:5]([CH3:31])[N:4]([C:33]2[S:34][CH:35]=[CH:36][N:37]=2)[N:3]=1. The catalyst class is: 185.